From a dataset of Forward reaction prediction with 1.9M reactions from USPTO patents (1976-2016). Predict the product of the given reaction. (1) Given the reactants C([Si](C1C=CC=CC=1)(C1C=CC=CC=1)[O:6][CH2:7][CH2:8][CH:9]1[C:15]2[CH:16]=[CH:17][C:18]([O:20][C:21](=[O:25])[N:22]([CH3:24])[CH3:23])=[CH:19][C:14]=2[CH:13]=[CH:12][CH2:11][N:10]1[C:26]([O:28][C:29]([CH3:32])([CH3:31])[CH3:30])=[O:27])(C)(C)C.[F-].C([N+](CCCC)(CCCC)CCCC)CCC.O, predict the reaction product. The product is: [CH3:24][N:22]([CH3:23])[C:21]([O:20][C:18]1[CH:17]=[CH:16][C:15]2[CH:9]([CH2:8][CH2:7][OH:6])[N:10]([C:26]([O:28][C:29]([CH3:31])([CH3:32])[CH3:30])=[O:27])[CH2:11][CH:12]=[CH:13][C:14]=2[CH:19]=1)=[O:25]. (2) Given the reactants [CH2:1]([O:8][C:9]([NH:11][CH2:12][CH2:13][N:14]1[C:19]2[CH:20]=[C:21]([C:28](OC)=[O:29])[C:22]([C:24]([F:27])([F:26])[F:25])=[CH:23][C:18]=2[O:17][C:16]([CH3:33])([CH3:32])[C:15]1=[O:34])=[O:10])[C:2]1[CH:7]=[CH:6][CH:5]=[CH:4][CH:3]=1.[CH2:35]([NH:37][C@@H:38]1[C@@H:43]([C:44]2[CH:49]=[CH:48][CH:47]=[CH:46][CH:45]=2)[CH2:42][CH2:41][N:40]([C:50]([O:52][C:53]([CH3:56])([CH3:55])[CH3:54])=[O:51])[CH2:39]1)[CH3:36], predict the reaction product. The product is: [CH2:1]([O:8][C:9]([NH:11][CH2:12][CH2:13][N:14]1[C:19]2[CH:20]=[C:21]([C:28]([N:37]([CH2:35][CH3:36])[C@@H:38]3[C@@H:43]([C:44]4[CH:49]=[CH:48][CH:47]=[CH:46][CH:45]=4)[CH2:42][CH2:41][N:40]([C:50]([O:52][C:53]([CH3:55])([CH3:54])[CH3:56])=[O:51])[CH2:39]3)=[O:29])[C:22]([C:24]([F:25])([F:26])[F:27])=[CH:23][C:18]=2[O:17][C:16]([CH3:32])([CH3:33])[C:15]1=[O:34])=[O:10])[C:2]1[CH:7]=[CH:6][CH:5]=[CH:4][CH:3]=1. (3) Given the reactants Br[CH2:2][C:3](OC)=[O:4].[NH2:7][C:8]1[CH:13]=[CH:12][C:11]([N+:14]([O-:16])=[O:15])=[CH:10][C:9]=1[OH:17].C([O-])([O-])=O.[K+].[K+], predict the reaction product. The product is: [N+:14]([C:11]1[CH:12]=[CH:13][C:8]2[NH:7][C:3](=[O:4])[CH2:2][O:17][C:9]=2[CH:10]=1)([O-:16])=[O:15]. (4) Given the reactants [Cl-].O[NH3+:3].[C:4](=[O:7])([O-])[OH:5].[Na+].CS(C)=O.[CH2:13]([C:17]1[N:18]=[C:19]([CH3:43])[N:20]([CH2:39][CH:40]2[CH2:42][CH2:41]2)[C:21](=[O:38])[C:22]=1[CH2:23][C:24]1[CH:29]=[CH:28][C:27]([C:30]2[C:31]([C:36]#[N:37])=[CH:32][CH:33]=[CH:34][CH:35]=2)=[CH:26][CH:25]=1)[CH2:14][CH2:15][CH3:16], predict the reaction product. The product is: [CH2:13]([C:17]1[N:18]=[C:19]([CH3:43])[N:20]([CH2:39][CH:40]2[CH2:41][CH2:42]2)[C:21](=[O:38])[C:22]=1[CH2:23][C:24]1[CH:29]=[CH:28][C:27]([C:30]2[CH:35]=[CH:34][CH:33]=[CH:32][C:31]=2[C:36]2[NH:3][C:4](=[O:7])[O:5][N:37]=2)=[CH:26][CH:25]=1)[CH2:14][CH2:15][CH3:16]. (5) Given the reactants [NH2:1][C:2]1[CH:3]=[C:4]2[C:25](=[CH:26][CH:27]=1)[CH2:24][C@@:6]1([C:14]3[C:9](=[N:10][CH:11]=[CH:12][CH:13]=3)[N:8](COCC[Si](C)(C)C)[C:7]1=[O:23])[CH2:5]2.Cl.C(N)CN.[OH-].[Na+], predict the reaction product. The product is: [NH2:1][C:2]1[CH:3]=[C:4]2[C:25](=[CH:26][CH:27]=1)[CH2:24][C@@:6]1([C:14]3[C:9](=[N:10][CH:11]=[CH:12][CH:13]=3)[NH:8][C:7]1=[O:23])[CH2:5]2. (6) Given the reactants CCC.[CH3:4][O:5][C:6]1[CH:11]=[CH:10][C:9]([CH:12]([NH2:15])[CH2:13][CH3:14])=[CH:8][CH:7]=1.C(=O)([O-])[O-].[Na+].[Na+].C(N1[C:31](=[O:32])[C:30]2=[CH:33][CH:34]=[CH:35][CH:36]=[C:29]2[C:28]1=[O:37])(OCC)=O, predict the reaction product. The product is: [C:28]1(=[O:37])[N:15]([CH:12]([C:9]2[CH:10]=[CH:11][C:6]([O:5][CH3:4])=[CH:7][CH:8]=2)[CH2:13][CH3:14])[C:31](=[O:32])[C:30]2=[CH:33][CH:34]=[CH:35][CH:36]=[C:29]12. (7) Given the reactants [CH3:1][C@@H:2]1[CH2:7][NH:6][CH2:5][CH2:4][N:3]1[C:8]1[N:9]=[N:10][C:11]([C:18]2[CH:23]=[CH:22][CH:21]=[CH:20][CH:19]=2)=[C:12]2[CH:17]=[CH:16][N:15]=[CH:14][C:13]=12.[F:24][C:25]1([F:34])[CH2:30][CH2:29][CH:28]([C:31](O)=[O:32])[CH2:27][CH2:26]1.Cl.C(N=C=NCCCN(C)C)C.N1C2C(=NC=CC=2)N(O)N=1.C(=O)(O)[O-].[Na+], predict the reaction product. The product is: [F:24][C:25]1([F:34])[CH2:30][CH2:29][CH:28]([C:31]([N:6]2[CH2:5][CH2:4][N:3]([C:8]3[N:9]=[N:10][C:11]([C:18]4[CH:19]=[CH:20][CH:21]=[CH:22][CH:23]=4)=[C:12]4[CH:17]=[CH:16][N:15]=[CH:14][C:13]=34)[C@H:2]([CH3:1])[CH2:7]2)=[O:32])[CH2:27][CH2:26]1. (8) The product is: [CH3:15][O:11][C:10](=[O:12])[CH2:9][O:8][C:7]1[CH:6]=[CH:5][C:4]([N+:1]([O-:3])=[O:2])=[CH:14][CH:13]=1. Given the reactants [N+:1]([C:4]1[CH:14]=[CH:13][C:7]([O:8][CH2:9][C:10]([OH:12])=[O:11])=[CH:6][CH:5]=1)([O-:3])=[O:2].[CH3:15]O, predict the reaction product.